From a dataset of Reaction yield outcomes from USPTO patents with 853,638 reactions. Predict the reaction yield, written as a fraction of the theoretical maximum amount of product (1.0 means a 100% yield; for example, 0.34 means a 34% yield). (1) The reactants are [C:1]([CH:5]([CH2:11][C:12]1[CH:17]=[CH:16][C:15]([O:18][CH3:19])=[CH:14][C:13]=1[CH2:20][NH:21][CH3:22])[CH2:6][C:7]([O:9][CH3:10])=[O:8])(OC)=[O:2].C(N(C(C)C)CC)(C)C. The catalyst is C1(C)C=CC=CC=1. The product is [CH3:19][O:18][C:15]1[CH:16]=[CH:17][C:12]2[CH2:11][CH:5]([CH2:6][C:7]([O:9][CH3:10])=[O:8])[C:1](=[O:2])[N:21]([CH3:22])[CH2:20][C:13]=2[CH:14]=1. The yield is 0.940. (2) The reactants are [F:1][C:2]1[CH:7]=[C:6]([N+:8]([O-])=O)[CH:5]=[CH:4][C:3]=1[CH2:11][CH2:12][CH2:13][C:14]([N:16]([CH3:18])[CH3:17])=[O:15].C(O)(=O)C. The catalyst is C(OCC)(=O)C.[Fe]. The product is [NH2:8][C:6]1[CH:5]=[CH:4][C:3]([CH2:11][CH2:12][CH2:13][C:14]([N:16]([CH3:18])[CH3:17])=[O:15])=[C:2]([F:1])[CH:7]=1. The yield is 0.870. (3) The reactants are C([O:5][C:6]([CH2:8][C:9]1[CH:14]=[CH:13][C:12]([O:15][C:16]([C:18]2[CH:27]=[CH:26][C:25]3[C:24](=[O:28])[CH2:23][CH2:22][C:21]([CH3:30])([CH3:29])[C:20]=3[CH:19]=2)=[O:17])=[CH:11][CH:10]=1)=[O:7])(C)(C)C.FC(F)(F)C(O)=O.C(OCC)(=O)C. The catalyst is ClCCl. The product is [C:6]([CH2:8][C:9]1[CH:10]=[CH:11][C:12]([O:15][C:16]([C:18]2[CH:27]=[CH:26][C:25]3[C:24](=[O:28])[CH2:23][CH2:22][C:21]([CH3:30])([CH3:29])[C:20]=3[CH:19]=2)=[O:17])=[CH:13][CH:14]=1)([OH:7])=[O:5]. The yield is 0.250. (4) The reactants are [Br:1][C:2]1[CH:7]=[CH:6][C:5]([CH:8]([OH:10])[CH3:9])=[CH:4][CH:3]=1.N1C=CN=C1.[CH3:16][C:17]([Si:20](Cl)([CH3:22])[CH3:21])([CH3:19])[CH3:18]. The catalyst is CN(C=O)C.O. The product is [Br:1][C:2]1[CH:7]=[CH:6][C:5]([CH:8]([O:10][Si:20]([C:17]([CH3:19])([CH3:18])[CH3:16])([CH3:22])[CH3:21])[CH3:9])=[CH:4][CH:3]=1. The yield is 0.950. (5) The reactants are [C:1](N)(=[O:3])[CH3:2].C=O.O.[NH:8]([CH2:13][C:14]([OH:16])=[O:15])[CH2:9][C:10]([OH:12])=[O:11].C(NCC(O)=O)(=O)C.CN(CC(O)=O)CC(O)=O. The catalyst is COCCOC. The product is [C:1]([N:8]([CH2:13][C:14]([OH:16])=[O:15])[CH2:9][C:10]([OH:12])=[O:11])(=[O:3])[CH3:2]. The yield is 0.950. (6) The reactants are [NH2:1][C:2]1[CH:7]=[C:6]([Cl:8])[CH:5]=[CH:4][C:3]=1[SH:9].Br[CH2:11][C:12]1[CH:17]=[CH:16][CH:15]=[CH:14][CH:13]=1.C([O-])([O-])=O.[K+].[K+]. The catalyst is CN(C=O)C. The product is [CH2:11]([S:9][C:3]1[CH:4]=[CH:5][C:6]([Cl:8])=[CH:7][C:2]=1[NH2:1])[C:12]1[CH:17]=[CH:16][CH:15]=[CH:14][CH:13]=1. The yield is 1.00. (7) The reactants are [F:1][C:2]1[CH:3]=[C:4]([C:19]2[CH:24]=[CH:23][C:22]([C:25]([C@@H:27]3[CH2:31][CH2:30][CH2:29][C@H:28]3[C:32]([O:34]C)=[O:33])=[O:26])=[CH:21][CH:20]=2)[CH:5]=[CH:6][C:7]=1[NH:8][C:9]1[O:10][C:11]2[CH:17]=[C:16]([CH3:18])[CH:15]=[CH:14][C:12]=2[N:13]=1.[OH-].[Na+]. The catalyst is O1CCOCC1.C1COCC1. The product is [F:1][C:2]1[CH:3]=[C:4]([C:19]2[CH:24]=[CH:23][C:22]([C:25]([C@@H:27]3[CH2:31][CH2:30][CH2:29][C@H:28]3[C:32]([OH:34])=[O:33])=[O:26])=[CH:21][CH:20]=2)[CH:5]=[CH:6][C:7]=1[NH:8][C:9]1[O:10][C:11]2[CH:17]=[C:16]([CH3:18])[CH:15]=[CH:14][C:12]=2[N:13]=1. The yield is 0.150. (8) The reactants are [S:1]([C:5]1[CH:10]=[CH:9][C:8]([CH2:11][CH2:12][NH:13][C:14](=[O:16])[CH3:15])=[CH:7][CH:6]=1)(=[O:4])(=[O:3])[NH2:2].[Cl:17]N1C(=O)CCC1=O.S(OOS([O-])(=O)=O)([O-])(=O)=O.[Na+].[Na+].FC(F)(F)S(O)(=O)=O.N. The catalyst is ClC(Cl)C.C([O-])(=O)C.C([O-])(=O)C.[Pd+2]. The product is [Cl:17][C:10]1[CH:9]=[C:8]([CH2:11][CH2:12][NH:13][C:14](=[O:16])[CH3:15])[CH:7]=[CH:6][C:5]=1[S:1](=[O:3])(=[O:4])[NH2:2]. The yield is 0.390. (9) The reactants are [F:1][C:2]1[CH:20]=[C:19]([N+:21]([O-:23])=[O:22])[CH:18]=[CH:17][C:3]=1[O:4][C:5]1[CH:10]=[CH:9][N:8]=[C:7]2[CH:11]=[C:12]([S:14]([CH3:16])=[O:15])[S:13][C:6]=12.C1C=C(Cl)C=C(C(OO)=[O:32])C=1.O. The catalyst is C(Cl)Cl. The product is [F:1][C:2]1[CH:20]=[C:19]([N+:21]([O-:23])=[O:22])[CH:18]=[CH:17][C:3]=1[O:4][C:5]1[CH:10]=[CH:9][N:8]=[C:7]2[CH:11]=[C:12]([S:14]([CH3:16])(=[O:32])=[O:15])[S:13][C:6]=12. The yield is 0.880.